This data is from Blood-brain barrier permeability classification from the B3DB database. The task is: Regression/Classification. Given a drug SMILES string, predict its absorption, distribution, metabolism, or excretion properties. Task type varies by dataset: regression for continuous measurements (e.g., permeability, clearance, half-life) or binary classification for categorical outcomes (e.g., BBB penetration, CYP inhibition). Dataset: b3db_classification. (1) The molecule is Cc1cn(C2CC(N=[N+]=N)C(CO)O2)c(=O)[nH]c1=O. The result is 1 (penetrates BBB). (2) The compound is CC(C)COC[C@@H](CN(Cc1ccccc1)c1ccccc1)N1CCCC1. The result is 0 (does not penetrate BBB). (3) The drug is CN1C(=O)CN=C(c2ccccc2)c2cc(Cl)ccc21. The result is 1 (penetrates BBB).